Dataset: Forward reaction prediction with 1.9M reactions from USPTO patents (1976-2016). Task: Predict the product of the given reaction. (1) Given the reactants Br[C:2]1[CH:3]=[CH:4][C:5]([O:8][CH3:9])=[N:6][CH:7]=1.C([Li])(C)(C)C.[C:15]([O:19][C:20]([N:22]1[CH2:27][CH2:26][O:25][C@H:24]([C:28](=[O:33])N(OC)C)[CH2:23]1)=[O:21])([CH3:18])([CH3:17])[CH3:16], predict the reaction product. The product is: [C:15]([O:19][C:20]([N:22]1[CH2:27][CH2:26][O:25][C@H:24]([C:28]([C:2]2[CH:7]=[N:6][C:5]([O:8][CH3:9])=[CH:4][CH:3]=2)=[O:33])[CH2:23]1)=[O:21])([CH3:18])([CH3:17])[CH3:16]. (2) Given the reactants [OH:1][C@H:2]([C:14]1[CH:15]=[CH:16][C:17]([O:32]CC2C=CC=CC=2)=[C:18]([N:20](CC2C=CC=CC=2)[S:21]([CH3:24])(=[O:23])=[O:22])[CH:19]=1)[CH2:3][NH:4][C@@H](C1C=CC=CC=1)CO, predict the reaction product. The product is: [NH2:4][CH2:3][C@@H:2]([C:14]1[CH:15]=[CH:16][C:17]([OH:32])=[C:18]([NH:20][S:21]([CH3:24])(=[O:23])=[O:22])[CH:19]=1)[OH:1]. (3) The product is: [C:1](=[O:3])([O:2][C:13]1[CH:14]=[CH:15][C:10]([N+:7]([O-:9])=[O:8])=[CH:11][CH:12]=1)[O:4][C:18]([CH3:23])([CH3:19])[CH3:17]. Given the reactants [C:1](=[O:4])([O-:3])[O-:2].[Na+].[Na+].[N+:7]([C:10]1[CH:15]=[CH:14][C:13](O)=[CH:12][CH:11]=1)([O-:9])=[O:8].[CH2:17](OC(NC1C=CNC(=O)N=1)=O)[C:18]1[CH:23]=CC=C[CH:19]=1.C(=O)([O-])[O-].[K+].[K+], predict the reaction product. (4) Given the reactants [CH3:1][C:2]1([S:11]([C:14]2[CH:19]=[CH:18][CH:17]=[C:16]([C:20]([F:23])([F:22])[F:21])[CH:15]=2)(=[O:13])=[O:12])[CH2:7][CH2:6][O:5][CH:4]([C:8]([NH2:10])=O)[CH2:3]1.N1C(Cl)=NC(Cl)=NC=1Cl, predict the reaction product. The product is: [CH3:1][C:2]1([S:11]([C:14]2[CH:19]=[CH:18][CH:17]=[C:16]([C:20]([F:22])([F:21])[F:23])[CH:15]=2)(=[O:12])=[O:13])[CH2:7][CH2:6][O:5][CH:4]([C:8]#[N:10])[CH2:3]1. (5) Given the reactants [NH:1]([C:3]1[NH:4][N:5]=[C:6]([C:10]2[CH:15]=[CH:14][C:13]([O:16][CH3:17])=[CH:12][CH:11]=2)[C:7](=[O:9])[N:8]=1)[NH2:2].[CH3:18][O:19][C:20]1[CH:25]=[CH:24][C:23](C2C(=O)N=C(SC)NN=2)=[CH:22][CH:21]=1.O.NN.[CH2:38](O)C, predict the reaction product. The product is: [CH3:18][O:19][C:20]1[CH:21]=[CH:22][CH:23]=[CH:24][C:25]=1[C:38]1[N:4]2[N:5]=[C:6]([C:10]3[CH:11]=[CH:12][C:13]([O:16][CH3:17])=[CH:14][CH:15]=3)[C:7](=[O:9])[NH:8][C:3]2=[N:1][N:2]=1.